Dataset: Reaction yield outcomes from USPTO patents with 853,638 reactions. Task: Predict the reaction yield, written as a fraction of the theoretical maximum amount of product (1.0 means a 100% yield; for example, 0.34 means a 34% yield). (1) The reactants are [CH2:1]([C:11]1[C:18]2[S:17][C:16]3[C:19]([CH2:27][CH2:28][CH2:29][CH2:30][CH2:31][CH2:32][CH2:33][CH2:34][CH2:35][CH3:36])=[C:20]([C:22]([O:24]CC)=[O:23])[S:21][C:15]=3[C:14]=2[S:13][C:12]=1[C:37]([O:39]CC)=[O:38])[CH2:2][CH2:3][CH2:4][CH2:5][CH2:6][CH2:7][CH2:8][CH2:9][CH3:10].[OH-].[Li+].C1COCC1. The catalyst is [I-].C([N+](CCCC)(CCCC)CCCC)CCC.CO. The product is [CH2:27]([C:19]1[C:16]2[S:17][C:18]3[C:11]([CH2:1][CH2:2][CH2:3][CH2:4][CH2:5][CH2:6][CH2:7][CH2:8][CH2:9][CH3:10])=[C:12]([C:37]([OH:39])=[O:38])[S:13][C:14]=3[C:15]=2[S:21][C:20]=1[C:22]([OH:24])=[O:23])[CH2:28][CH2:29][CH2:30][CH2:31][CH2:32][CH2:33][CH2:34][CH2:35][CH3:36]. The yield is 0.980. (2) The reactants are [Cl:1][C:2]1[C:3]([O:13][CH2:14][CH2:15][CH2:16][CH:17]=O)=[N:4][C:5]2[NH:6][C:7](=[O:12])[CH2:8][CH2:9][C:10]=2[CH:11]=1.Cl.[C:20]1([N:30]2[CH2:35][CH2:34][NH:33][CH2:32][CH2:31]2)[C:29]2[C:24](=[CH:25][CH:26]=[CH:27][CH:28]=2)[CH:23]=[CH:22][CH:21]=1.CCN(CC)CC.[BH-](OC(C)=O)(OC(C)=O)OC(C)=O.[Na+]. The catalyst is ClCCCl. The product is [Cl:1][C:2]1[CH:11]=[C:10]2[C:5](=[N:4][C:3]=1[O:13][CH2:14][CH2:15][CH2:16][CH2:17][N:33]1[CH2:32][CH2:31][N:30]([C:20]3[C:29]4[C:24](=[CH:25][CH:26]=[CH:27][CH:28]=4)[CH:23]=[CH:22][CH:21]=3)[CH2:35][CH2:34]1)[NH:6][C:7](=[O:12])[CH2:8][CH2:9]2. The yield is 0.470. (3) The reactants are [CH2:1]([OH:8])[C:2]1[CH:7]=[CH:6][CH:5]=[CH:4][CH:3]=1.Cl[S:10]([N:13]=[C:14]=[O:15])(=[O:12])=[O:11].[CH2:16]([NH2:21])[CH2:17][CH2:18][CH2:19][CH3:20].Cl. The catalyst is ClCCl.C(OCC)(=O)C.N1C=CC=CC=1. The product is [CH2:16]([NH:21][S:10]([NH:13][C:14](=[O:15])[O:8][CH2:1][C:2]1[CH:7]=[CH:6][CH:5]=[CH:4][CH:3]=1)(=[O:12])=[O:11])[CH2:17][CH2:18][CH2:19][CH3:20]. The yield is 0.960. (4) The reactants are [CH3:1][O:2][C:3](=[O:11])[C:4]1[CH:9]=[C:8]([OH:10])[CH:7]=[N:6][CH:5]=1.[Cl-].[C:13]1([I+][C:13]2[CH:18]=[CH:17][CH:16]=[CH:15][CH:14]=2)[CH:18]=[CH:17][CH:16]=[CH:15][CH:14]=1.CC(C)([O-])C.[K+].O. The catalyst is O1CCCC1.CN(C)C=O. The product is [CH3:1][O:2][C:3](=[O:11])[C:4]1[CH:9]=[C:8]([O:10][C:13]2[CH:18]=[CH:17][CH:16]=[CH:15][CH:14]=2)[CH:7]=[N:6][CH:5]=1. The yield is 0.820. (5) The reactants are [CH2:1]([NH:3][C:4]1[C:9]([CH:10]=O)=[CH:8][N:7]=[C:6]([S:12][CH3:13])[N:5]=1)[CH3:2].C(O[C:17](=[O:29])[CH2:18][C:19]1[CH:24]=[C:23]([O:25][CH3:26])[CH:22]=[C:21]([O:27][CH3:28])[CH:20]=1)C.N12CCCN=C1CCCCC2.CC#N. The catalyst is CS(C)=O.C(O)C. The yield is 0.840. The product is [CH3:13][S:12][C:6]1[N:7]=[CH:8][C:9]2[CH:10]=[C:18]([C:19]3[CH:20]=[C:21]([O:27][CH3:28])[CH:22]=[C:23]([O:25][CH3:26])[CH:24]=3)[C:17](=[O:29])[N:3]([CH2:1][CH3:2])[C:4]=2[N:5]=1. (6) The reactants are [F:1][C:2]1[CH:3]=[CH:4][CH:5]=[C:6]2[C:10]=1[NH:9][C:8](=[O:11])[CH2:7]2.[Cl-].[Li+].[CH2:14]([Li])[CH2:15]CC.BrC(Br)C. The catalyst is C1COCC1. The product is [F:1][C:2]1[CH:3]=[CH:4][CH:5]=[C:6]2[C:10]=1[NH:9][C:8](=[O:11])[C:7]12[CH2:15][CH2:14]1. The yield is 0.360. (7) The reactants are [CH:1]([C:3]1[CH:4]=[C:5]([CH:8]=[CH:9][C:10]=1[N:11]1[C:15]2=[N:16][CH:17]=[CH:18][C:19]([N:20]3[CH:24]=[C:23]([C:25]4[CH:26]=[N:27][N:28]([CH3:30])[CH:29]=4)[N:22]=[CH:21]3)=[C:14]2[C:13]([CH:31]([CH3:33])[CH3:32])=[N:12]1)[C:6]#[N:7])=[O:2].C(C1C=C(C=CC=1N1C2=NC=CC(I)=C2C(C(C)C)=N1)C#N)=[O:35].Cl.CN1C=C(C2N=CNC=2)C=N1. No catalyst specified. The product is [CH:1]([C:3]1[CH:4]=[C:5]([CH:8]=[CH:9][C:10]=1[N:11]1[C:15]2=[N:16][CH:17]=[CH:18][C:19]([N:20]3[CH:24]=[C:23]([C:25]4[CH:26]=[N:27][N:28]([CH3:30])[CH:29]=4)[N:22]=[CH:21]3)=[C:14]2[C:13]([CH:31]([CH3:33])[CH3:32])=[N:12]1)[C:6]([NH2:7])=[O:35])=[O:2]. The yield is 0.170.